This data is from Full USPTO retrosynthesis dataset with 1.9M reactions from patents (1976-2016). The task is: Predict the reactants needed to synthesize the given product. (1) The reactants are: [CH2:1]([O:3][C:4](=[O:15])[CH2:5][CH2:6][C:7]1[CH:12]=[CH:11][C:10]([F:13])=[CH:9][C:8]=1[F:14])[CH3:2].[Li+].[CH3:17][Si]([N-][Si](C)(C)C)(C)C.IC.[Cl-].[NH4+]. Given the product [CH2:1]([O:3][C:4](=[O:15])[CH:5]([CH3:17])[CH2:6][C:7]1[CH:12]=[CH:11][C:10]([F:13])=[CH:9][C:8]=1[F:14])[CH3:2], predict the reactants needed to synthesize it. (2) Given the product [CH3:26][S:25][C:22]1[S:23][C:24]([NH:6][CH2:5][CH3:4])=[C:20]([C:19]([O:18][CH3:17])=[O:27])[N:21]=1, predict the reactants needed to synthesize it. The reactants are: NC1S[C:4](CC)=[C:5](C(OCP(O)(O)=O)=O)[N:6]=1.[CH3:17][O:18][C:19](=[O:27])[CH2:20][N:21]=[C:22]([S:25][CH3:26])[S:23][CH3:24].CC([O-])(C)C.[K+].C(N=C=S)C. (3) The reactants are: O[C:2]1[N:7]2[N:8]=[C:9]([CH:11]([CH3:13])[CH3:12])[N:10]=[C:6]2[N:5]=[C:4]([CH3:14])[C:3]=1[CH2:15][C:16]([O:18][CH3:19])=[O:17].P(Cl)(Cl)([Cl:22])=O. Given the product [Cl:22][C:2]1[N:7]2[N:8]=[C:9]([CH:11]([CH3:13])[CH3:12])[N:10]=[C:6]2[N:5]=[C:4]([CH3:14])[C:3]=1[CH2:15][C:16]([O:18][CH3:19])=[O:17], predict the reactants needed to synthesize it. (4) Given the product [CH3:20][N:16]([C:13]1[CH:14]=[CH:15][C:10]([NH:1][CH2:2][CH:3]2[CH2:8][CH2:7][O:6][CH2:5][CH2:4]2)=[C:11]([N+:21]([O-:23])=[O:22])[CH:12]=1)[C:17](=[O:19])[CH3:18], predict the reactants needed to synthesize it. The reactants are: [NH2:1][CH2:2][CH:3]1[CH2:8][CH2:7][O:6][CH2:5][CH2:4]1.F[C:10]1[CH:15]=[CH:14][C:13]([N:16]([CH3:20])[C:17](=[O:19])[CH3:18])=[CH:12][C:11]=1[N+:21]([O-:23])=[O:22]. (5) Given the product [CH2:2]([O:4][C:5]1[CH:14]=[C:13]2[C:8]([C:9]([C:26]([O:28][CH3:29])=[O:27])=[C:10]([CH3:25])[C:11]([C:15]3[CH:20]=[CH:19][CH:18]=[C:17]([C:21]([F:23])([F:24])[F:22])[CH:16]=3)=[N:12]2)=[CH:7][C:6]=1[S:30]([CH:33]([CH3:35])[CH3:34])(=[O:32])=[O:31])[CH3:3], predict the reactants needed to synthesize it. The reactants are: I[CH2:2][CH3:3].[OH:4][C:5]1[CH:14]=[C:13]2[C:8]([C:9]([C:26]([O:28][CH3:29])=[O:27])=[C:10]([CH3:25])[C:11]([C:15]3[CH:20]=[CH:19][CH:18]=[C:17]([C:21]([F:24])([F:23])[F:22])[CH:16]=3)=[N:12]2)=[CH:7][C:6]=1[S:30]([CH:33]([CH3:35])[CH3:34])(=[O:32])=[O:31].C(=O)([O-])[O-].[Cs+].[Cs+]. (6) Given the product [CH:14]([OH:16])=[O:15].[CH2:17]1[C:26]2[C:21](=[CH:22][CH:23]=[CH:24][CH:25]=2)[CH2:20][CH2:19][N:18]1[CH2:27][CH2:28][O:29][C:30]1[CH:35]=[CH:34][C:33]([NH:36][C:14](=[O:16])[C:13]#[C:12][C:3]2[CH:4]=[CH:5][C:6]([C:8]([F:9])([F:10])[F:11])=[CH:7][C:2]=2[Cl:1])=[CH:32][C:31]=1[O:37][CH3:38], predict the reactants needed to synthesize it. The reactants are: [Cl:1][C:2]1[CH:7]=[C:6]([C:8]([F:11])([F:10])[F:9])[CH:5]=[CH:4][C:3]=1[C:12]#[C:13][C:14]([OH:16])=[O:15].[CH2:17]1[C:26]2[C:21](=[CH:22][CH:23]=[CH:24][CH:25]=2)[CH2:20][CH2:19][N:18]1[CH2:27][CH2:28][O:29][C:30]1[CH:35]=[CH:34][C:33]([NH2:36])=[CH:32][C:31]=1[O:37][CH3:38]. (7) The reactants are: C[O:2][C:3]1[CH:8]=[CH:7][C:6]([NH:9][C:10](=[O:12])[CH3:11])=[CH:5][C:4]=1[C:13]1[N:14]([CH3:18])[N:15]=[CH:16][CH:17]=1.[Cl-].[Al+3].[Cl-].[Cl-].C(OCC)(=O)C. Given the product [OH:2][C:3]1[CH:8]=[CH:7][C:6]([NH:9][C:10](=[O:12])[CH3:11])=[CH:5][C:4]=1[C:13]1[N:14]([CH3:18])[N:15]=[CH:16][CH:17]=1, predict the reactants needed to synthesize it. (8) Given the product [Cl:28][C:29]1[CH:34]=[CH:33][C:32]([S:35]([NH:24][CH2:23][CH2:22][CH2:21][CH2:20][C@@H:19]([C:25]([OH:27])=[O:26])[NH:18][C:16]([O:15][CH2:14][CH:12]2[C:11]3[CH:10]=[CH:9][CH:8]=[CH:7][C:6]=3[C:5]3[C:13]2=[CH:1][CH:2]=[CH:3][CH:4]=3)=[O:17])(=[O:37])=[O:36])=[CH:31][CH:30]=1, predict the reactants needed to synthesize it. The reactants are: [CH:1]1[C:13]2[CH:12]([CH2:14][O:15][C:16]([NH:18][C@H:19]([C:25]([OH:27])=[O:26])[CH2:20][CH2:21][CH2:22][CH2:23][NH2:24])=[O:17])[C:11]3[C:6](=[CH:7][CH:8]=[CH:9][CH:10]=3)[C:5]=2[CH:4]=[CH:3][CH:2]=1.[Cl:28][C:29]1[CH:34]=[CH:33][C:32]([S:35](Cl)(=[O:37])=[O:36])=[CH:31][CH:30]=1.